From a dataset of Reaction yield outcomes from USPTO patents with 853,638 reactions. Predict the reaction yield, written as a fraction of the theoretical maximum amount of product (1.0 means a 100% yield; for example, 0.34 means a 34% yield). The reactants are [O:1]=[C:2]1[NH:6][CH2:5][CH2:4][N:3]1[C:7]1[CH:8]=[C:9]([CH2:13][C:14](OC)=[O:15])[CH:10]=[CH:11][CH:12]=1.[BH4-].[Li+].O. The catalyst is ClCCl. The product is [OH:15][CH2:14][CH2:13][C:9]1[CH:8]=[C:7]([N:3]2[CH2:4][CH2:5][NH:6][C:2]2=[O:1])[CH:12]=[CH:11][CH:10]=1. The yield is 0.750.